Dataset: Reaction yield outcomes from USPTO patents with 853,638 reactions. Task: Predict the reaction yield, written as a fraction of the theoretical maximum amount of product (1.0 means a 100% yield; for example, 0.34 means a 34% yield). (1) The reactants are [I:1][Si](C)(C)C.COC([N:10]1[CH2:15][CH2:14][CH2:13][CH:12]([N:16]2[C:25]3[CH:24]=[CH:23][CH:22]=[C:21]([Cl:26])[C:20]=3[C:19]3=[N:27][O:28][C:29]([CH3:30])=[C:18]3[C:17]2=[O:31])[CH2:11]1)=O.CO.C(OCC)C. The catalyst is ClCCl. The product is [IH:1].[Cl:26][C:21]1[C:20]2[C:19]3[C:18](=[C:29]([CH3:30])[O:28][N:27]=3)[C:17](=[O:31])[N:16]([CH:12]3[CH2:13][CH2:14][CH2:15][NH:10][CH2:11]3)[C:25]=2[CH:24]=[CH:23][CH:22]=1. The yield is 0.970. (2) The reactants are [CH2:1]([N:3]1[C:11]2[C:6](=[CH:7][CH:8]=[C:9]([O:12][CH3:13])[CH:10]=2)[C:5]([C:14]#[N:15])=[C:4]1[C:16]1[CH:21]=[CH:20][C:19]([OH:22])=[CH:18][CH:17]=1)[CH3:2].C([O-])([O-])=O.[K+].[K+].[CH3:29][O:30][CH2:31][CH2:32]Br. The catalyst is CN(C=O)C. The product is [CH2:1]([N:3]1[C:11]2[C:6](=[CH:7][CH:8]=[C:9]([O:12][CH3:13])[CH:10]=2)[C:5]([C:14]#[N:15])=[C:4]1[C:16]1[CH:17]=[CH:18][C:19]([O:22][CH2:32][CH2:31][O:30][CH3:29])=[CH:20][CH:21]=1)[CH3:2]. The yield is 0.900. (3) The reactants are [NH2:1][CH2:2][CH2:3][NH:4][C:5]([O:7][C:8]([CH3:11])([CH3:10])[CH3:9])=[O:6].C(N(CC)CC)C.[CH3:19][S:20](Cl)(=[O:22])=[O:21].O. The catalyst is ClCCl. The product is [CH3:19][S:20]([NH:1][CH2:2][CH2:3][NH:4][C:5](=[O:6])[O:7][C:8]([CH3:11])([CH3:10])[CH3:9])(=[O:22])=[O:21]. The yield is 0.810. (4) The reactants are [CH3:1][O:2][C:3]([C@@H:5]1[CH2:9][C@@H:8]([OH:10])[CH2:7][N:6]1[C:11]([O:13][CH2:14][C:15]1[CH:20]=[CH:19][CH:18]=[CH:17][CH:16]=1)=[O:12])=[O:4].I[CH3:22]. The catalyst is CC(C)=O.[Ag]=O. The product is [CH3:1][O:2][C:3]([C@@H:5]1[CH2:9][C@@H:8]([O:10][CH3:22])[CH2:7][N:6]1[C:11]([O:13][CH2:14][C:15]1[CH:20]=[CH:19][CH:18]=[CH:17][CH:16]=1)=[O:12])=[O:4]. The yield is 0.960. (5) The product is [C:1]([C:3]1[CH:4]=[C:5]([C:13]([N:15]([CH2:17][CH:18]([C:22]2[CH:23]=[CH:24][C:25]([C:28]#[N:29])=[CH:26][CH:27]=2)[CH2:19][CH:20]=[O:21])[CH3:16])=[O:14])[C:6]2[C:11]([CH:12]=1)=[CH:10][CH:9]=[CH:8][CH:7]=2)#[N:2]. The yield is 0.430. The reactants are [C:1]([C:3]1[CH:4]=[C:5]([C:13]([N:15]([CH2:17][CH:18]([C:22]2[CH:27]=[CH:26][C:25]([C:28]#[N:29])=[CH:24][CH:23]=2)[CH2:19][CH2:20][OH:21])[CH3:16])=[O:14])[C:6]2[C:11]([CH:12]=1)=[CH:10][CH:9]=[CH:8][CH:7]=2)#[N:2].CC(OI1(OC(C)=O)(OC(C)=O)OC(=O)C2C=CC=CC1=2)=O.S([O-])([O-])(=O)=S.[Na+].[Na+]. The catalyst is C(Cl)Cl.C([O-])(O)=O.[Na+].